From a dataset of Full USPTO retrosynthesis dataset with 1.9M reactions from patents (1976-2016). Predict the reactants needed to synthesize the given product. (1) Given the product [NH2:1][C:2]1[C:7]([C:8]2[CH:13]=[CH:12][C:11]([OH:14])=[CH:10][CH:9]=2)=[C:6]([CH2:15][CH3:16])[C:5]([C:23]2[CH:24]=[CH:25][C:26]3[C:21]([CH:22]=2)=[N:20][N:19]([CH3:18])[CH:27]=3)=[CH:4][N:3]=1, predict the reactants needed to synthesize it. The reactants are: [NH2:1][C:2]1[C:7]([C:8]2[CH:13]=[CH:12][C:11]([OH:14])=[CH:10][CH:9]=2)=[C:6]([CH2:15][CH3:16])[C:5](Br)=[CH:4][N:3]=1.[CH3:18][N:19]1[CH:27]=[C:26]2[C:21]([CH:22]=[C:23](B3OC(C)(C)C(C)(C)O3)[CH:24]=[CH:25]2)=[N:20]1.C(=O)([O-])[O-].[K+].[K+].O1CCOCC1. (2) Given the product [Br:12][C:13]1[N:14]([CH2:2][O:3][CH2:4][CH2:5][Si:6]([CH3:9])([CH3:8])[CH3:7])[C:15]([Br:22])=[C:16]([C:18]([O:20][CH3:21])=[O:19])[N:17]=1, predict the reactants needed to synthesize it. The reactants are: Cl[CH2:2][O:3][CH2:4][CH2:5][Si:6]([CH3:9])([CH3:8])[CH3:7].[H-].[Na+].[Br:12][C:13]1[NH:14][C:15]([Br:22])=[C:16]([C:18]([O:20][CH3:21])=[O:19])[N:17]=1.O. (3) Given the product [Br:1][C:2]1[N:7]=[C:6]([C:8]([Cl:13])=[O:10])[CH:5]=[CH:4][CH:3]=1, predict the reactants needed to synthesize it. The reactants are: [Br:1][C:2]1[N:7]=[C:6]([C:8]([OH:10])=O)[CH:5]=[CH:4][CH:3]=1.O=S(Cl)[Cl:13].C(Cl)Cl.CO.